From a dataset of Catalyst prediction with 721,799 reactions and 888 catalyst types from USPTO. Predict which catalyst facilitates the given reaction. (1) The catalyst class is: 3. Product: [CH3:26][N:25]([CH3:27])[C:21]1[CH:20]=[C:19]([NH:18][C:16]2[N:15]=[CH:14][N:13]=[C:12]([N:10]([CH3:11])[C:9](=[O:28])[NH:8][C:6]3[CH:7]=[C:2]([C:33]4[C:32]([C:31]([F:42])([F:41])[F:30])=[CH:40][CH:39]=[CH:38][C:34]=4[C:35]([NH2:45])=[O:36])[CH:3]=[CH:4][C:5]=3[CH3:29])[CH:17]=2)[CH:24]=[CH:23][CH:22]=1.[CH3:26][N:25]([CH3:27])[C:21]1[CH:20]=[C:19]([NH:18][C:16]2[N:15]=[CH:14][N:13]=[C:12]([N:10]([CH3:11])[C:9](=[O:28])[NH:8][C:6]3[CH:7]=[C:2]([NH:1][C:35](=[O:36])[C:34]4[CH:38]=[CH:39][CH:40]=[C:32]([C:31]([F:30])([F:41])[F:42])[CH:33]=4)[CH:3]=[CH:4][C:5]=3[CH3:29])[CH:17]=2)[CH:24]=[CH:23][CH:22]=1. Reactant: [NH2:1][C:2]1[CH:3]=[CH:4][C:5]([CH3:29])=[C:6]([NH:8][C:9](=[O:28])[N:10]([C:12]2[CH:17]=[C:16]([NH:18][C:19]3[CH:24]=[CH:23][CH:22]=[C:21]([N:25]([CH3:27])[CH3:26])[CH:20]=3)[N:15]=[CH:14][N:13]=2)[CH3:11])[CH:7]=1.[F:30][C:31]([F:42])([F:41])[C:32]1[CH:33]=[C:34]([CH:38]=[CH:39][CH:40]=1)[C:35](Cl)=[O:36].CC[N:45](C(C)C)C(C)C. (2) Reactant: [CH3:1][O:2][CH2:3][C@H:4]([CH3:38])[O:5][C:6]1[CH:7]=[C:8]([C:23]2[NH:27][C:26]([C:28]([NH:30][C@H:31]([C:34]([O:36][CH3:37])=[O:35])[CH2:32][OH:33])=O)=[CH:25][CH:24]=2)[CH:9]=[C:10]([O:12][C:13]2[CH:14]=[N:15][C:16]([S:19]([CH3:22])(=[O:21])=[O:20])=[CH:17][CH:18]=2)[CH:11]=1.COCCN(S(F)(F)F)CCOC.C(=O)([O-])[O-].[K+].[K+].C(=O)([O-])O.[Na+]. Product: [CH3:1][O:2][CH2:3][C@H:4]([CH3:38])[O:5][C:6]1[CH:7]=[C:8]([C:23]2[NH:27][C:26]([C:28]3[O:33][CH2:32][C@@H:31]([C:34]([O:36][CH3:37])=[O:35])[N:30]=3)=[CH:25][CH:24]=2)[CH:9]=[C:10]([O:12][C:13]2[CH:14]=[N:15][C:16]([S:19]([CH3:22])(=[O:21])=[O:20])=[CH:17][CH:18]=2)[CH:11]=1. The catalyst class is: 2. (3) Reactant: CC(OI1(OC(C)=O)(OC(C)=O)OC(=O)C2C=CC=CC1=2)=O.[OH:23][CH2:24][CH2:25][C:26]1[CH:27]=[C:28]([CH2:31][N:32]2[CH2:50][CH2:49][C:35]3([O:40][CH2:39][CH2:38][N:37]([C:41]([C:43]4[S:44][C:45]([CH3:48])=[CH:46][CH:47]=4)=[O:42])[CH2:36]3)[CH2:34][CH2:33]2)[S:29][CH:30]=1.FC(F)(F)C(O)=O.S([O-])([O-])(=O)=S.[Na+].[Na+].C(=O)(O)[O-].[Na+]. Product: [CH3:48][C:45]1[S:44][C:43]([C:41]([N:37]2[CH2:36][C:35]3([CH2:49][CH2:50][N:32]([CH2:31][C:28]4[S:29][CH:30]=[C:26]([CH2:25][CH:24]=[O:23])[CH:27]=4)[CH2:33][CH2:34]3)[O:40][CH2:39][CH2:38]2)=[O:42])=[CH:47][CH:46]=1. The catalyst class is: 124. (4) Reactant: [OH-].[K+:2].[C:3]([OH:11])(=[O:10])[C:4]1[CH:9]=[CH:8][CH:7]=[N:6][CH:5]=1. Product: [C:3]([O-:11])(=[O:10])[C:4]1[CH:9]=[CH:8][CH:7]=[N:6][CH:5]=1.[K+:2]. The catalyst class is: 6. (5) Reactant: [NH2:1][C:2]1[CH:7]=[CH:6][C:5]([SH:8])=[CH:4][CH:3]=1.[CH2:9](I)[CH3:10].C[O-].[Na+]. Product: [CH2:9]([S:8][C:5]1[CH:6]=[CH:7][C:2]([NH2:1])=[CH:3][CH:4]=1)[CH3:10]. The catalyst class is: 14. (6) Reactant: Cl[CH2:2][CH2:3][CH2:4][O:5][C:6]1[CH:7]=[CH:8][C:9]2[CH2:15][CH2:14][NH:13][C:12](=[O:16])[NH:11][C:10]=2[CH:17]=1.OC(C(F)(F)F)=O.[CH3:25][O:26][C:27]1[CH:36]=[CH:35][C:34]2[C:29](=[C:30]([N:37]3[CH2:42][CH2:41][NH:40][CH2:39][CH2:38]3)[CH:31]=[CH:32][CH:33]=2)[N:28]=1.[I-].[K+].C(=O)([O-])[O-].[Na+].[Na+]. Product: [CH3:25][O:26][C:27]1[CH:36]=[CH:35][C:34]2[C:29](=[C:30]([N:37]3[CH2:42][CH2:41][N:40]([CH2:2][CH2:3][CH2:4][O:5][C:6]4[CH:7]=[CH:8][C:9]5[CH2:15][CH2:14][NH:13][C:12](=[O:16])[NH:11][C:10]=5[CH:17]=4)[CH2:39][CH2:38]3)[CH:31]=[CH:32][CH:33]=2)[N:28]=1. The catalyst class is: 47. (7) Reactant: C=O.S(=O)(=O)(O)O.[CH2:8]([N:11]1[C:19]2[C:14](=[CH:15][CH:16]=[CH:17][CH:18]=2)[C:13]([CH2:21][C:22]([N:24]([CH3:26])[CH3:25])=[O:23])([OH:20])[C:12]1=[O:27])[CH:9]=[CH2:10].[C:28]([O-])(=[O:30])C.[Na+]. Product: [CH2:8]([N:11]1[C:19]2[C:14](=[CH:15][C:16]([CH2:28][OH:30])=[CH:17][CH:18]=2)[C:13]([CH2:21][C:22]([N:24]([CH3:25])[CH3:26])=[O:23])([OH:20])[C:12]1=[O:27])[CH:9]=[CH2:10]. The catalyst class is: 86. (8) The catalyst class is: 2. Product: [N:1]1[CH:6]=[CH:5][CH:4]=[CH:3][C:2]=1[N:7]1[C:11]([C:12]([F:15])([F:13])[F:14])=[C:10]([C:16]2[O:20][N:19]=[C:18]([C:21]3[CH:22]=[CH:23][C:24]([CH2:25][N:33]4[CH2:36][CH:35]([C:37]([OH:39])=[O:38])[CH2:34]4)=[CH:27][CH:28]=3)[N:17]=2)[CH:9]=[N:8]1. Reactant: [N:1]1[CH:6]=[CH:5][CH:4]=[CH:3][C:2]=1[N:7]1[C:11]([C:12]([F:15])([F:14])[F:13])=[C:10]([C:16]2[O:20][N:19]=[C:18]([C:21]3[CH:28]=[CH:27][C:24]([CH:25]=O)=[CH:23][CH:22]=3)[N:17]=2)[CH:9]=[N:8]1.C(O)(=O)C.[NH:33]1[CH2:36][CH:35]([C:37]([OH:39])=[O:38])[CH2:34]1.C(O[BH-](OC(=O)C)OC(=O)C)(=O)C.[Na+]. (9) Reactant: Cl[C:2]1[C:11]2[C:6](=[CH:7][CH:8]=[CH:9][CH:10]=2)[N:5]=[C:4]2[N:12]([C:15]3[CH:20]=[CH:19][CH:18]=[CH:17][N:16]=3)[N:13]=[CH:14][C:3]=12.C([OH:23])C. Product: [N:16]1[CH:17]=[CH:18][CH:19]=[CH:20][C:15]=1[N:12]1[C:4]2[NH:5][C:6]3[C:11]([C:2](=[O:23])[C:3]=2[CH:14]=[N:13]1)=[CH:10][CH:9]=[CH:8][CH:7]=3. The catalyst class is: 33.